Dataset: Peptide-MHC class II binding affinity with 134,281 pairs from IEDB. Task: Regression. Given a peptide amino acid sequence and an MHC pseudo amino acid sequence, predict their binding affinity value. This is MHC class II binding data. (1) The peptide sequence is GAIWRIDPKKPLKGP. The MHC is HLA-DQA10102-DQB10602 with pseudo-sequence HLA-DQA10102-DQB10602. The binding affinity (normalized) is 0.0229. (2) The peptide sequence is DELQIVDKIDAAFKI. The MHC is DRB3_0202 with pseudo-sequence DRB3_0202. The binding affinity (normalized) is 0.144. (3) The peptide sequence is SEMFMPRSIGGPVSS. The MHC is HLA-DQA10501-DQB10303 with pseudo-sequence HLA-DQA10501-DQB10303. The binding affinity (normalized) is 0.592. (4) The peptide sequence is TPVNIIGRNLLTQIG. The MHC is DRB1_0101 with pseudo-sequence DRB1_0101. The binding affinity (normalized) is 0.584. (5) The peptide sequence is DVNASFRAAMATTAN. The MHC is DRB1_0901 with pseudo-sequence DRB1_0901. The binding affinity (normalized) is 0.656. (6) The peptide sequence is FTVVAAKPGFNNHEENGQSA. The MHC is DRB1_0901 with pseudo-sequence DRB1_0901. The binding affinity (normalized) is 0.287.